From a dataset of Peptide-MHC class II binding affinity with 134,281 pairs from IEDB. Regression. Given a peptide amino acid sequence and an MHC pseudo amino acid sequence, predict their binding affinity value. This is MHC class II binding data. (1) The peptide sequence is LAAAAAWDALAAELY. The MHC is HLA-DQA10201-DQB10202 with pseudo-sequence HLA-DQA10201-DQB10202. The binding affinity (normalized) is 0.536. (2) The peptide sequence is FSGVAATESAYLAYR. The MHC is DRB1_0404 with pseudo-sequence DRB1_0404. The binding affinity (normalized) is 0.429. (3) The peptide sequence is FFMSPKGISRMSMAM. The binding affinity (normalized) is 0.538. The MHC is HLA-DQA10102-DQB10501 with pseudo-sequence HLA-DQA10102-DQB10501. (4) The peptide sequence is QLQPFPQPELPY. The MHC is DRB1_1501 with pseudo-sequence DRB1_1501. The binding affinity (normalized) is 0.423. (5) The peptide sequence is TCGFVDERGLYKSLK. The MHC is HLA-DQA10501-DQB10201 with pseudo-sequence HLA-DQA10501-DQB10201. The binding affinity (normalized) is 0.0233. (6) The peptide sequence is AYSDDKSMKVTVAFN. The MHC is HLA-DQA10301-DQB10302 with pseudo-sequence HLA-DQA10301-DQB10302. The binding affinity (normalized) is 0.361. (7) The peptide sequence is EEFVVEFDLPGIA. The MHC is DRB1_0404 with pseudo-sequence DRB1_0404. The binding affinity (normalized) is 0.750. (8) The peptide sequence is QLSALWARFPLPVIP. The MHC is DRB1_1101 with pseudo-sequence DRB1_1101. The binding affinity (normalized) is 0.407. (9) The peptide sequence is AGWDTVLQSITTILA. The MHC is DRB1_1501 with pseudo-sequence DRB1_1501. The binding affinity (normalized) is 0.179. (10) The peptide sequence is MIRIIAQGPKATFEA. The MHC is HLA-DQA10201-DQB10202 with pseudo-sequence HLA-DQA10201-DQB10202. The binding affinity (normalized) is 0.113.